This data is from Reaction yield outcomes from USPTO patents with 853,638 reactions. The task is: Predict the reaction yield, written as a fraction of the theoretical maximum amount of product (1.0 means a 100% yield; for example, 0.34 means a 34% yield). (1) The reactants are [CH:1]1[C:14]2[CH:13]=[C:12](B(O)O)[C:11]3[C:6](=[CH:7][CH:8]=[CH:9][CH:10]=3)[C:5]=2[CH:4]=[CH:3][CH:2]=1.[Br:18][C:19]1[CH:24]=[CH:23][C:22](I)=[CH:21][CH:20]=1.C(=O)([O-])[O-].[Na+].[Na+]. The catalyst is [Pd].C1(P(C2C=CC=CC=2)C2C=CC=CC=2)C=CC=CC=1.C1(P(C2C=CC=CC=2)C2C=CC=CC=2)C=CC=CC=1.C1(P(C2C=CC=CC=2)C2C=CC=CC=2)C=CC=CC=1.C1(P(C2C=CC=CC=2)C2C=CC=CC=2)C=CC=CC=1.C1(C)C=CC=CC=1. The product is [Br:18][C:19]1[CH:24]=[CH:23][C:22]([C:12]2[C:11]3[C:6]([C:5]4[CH:4]=[CH:3][CH:2]=[CH:1][C:14]=4[CH:13]=2)=[CH:7][CH:8]=[CH:9][CH:10]=3)=[CH:21][CH:20]=1. The yield is 0.720. (2) The reactants are [CH2:1]([S:3](Cl)(=[O:5])=[O:4])[CH3:2].C(OC([N:14](C(OC(C)(C)C)=O)[C:15]1[C:16]([C:27]2[N:28](C(OC(C)(C)C)=O)[C:29]3[C:34]([CH:35]=2)=[CH:33][CH:32]=[CH:31][CH:30]=3)=[N:17][C:18]([N:21]2[CH2:26][CH2:25][NH:24][CH2:23][CH2:22]2)=[CH:19][N:20]=1)=O)(C)(C)C.C(N(CC)CC)C.Cl.O1CCOCC1. The catalyst is C(Cl)Cl. The product is [CH2:1]([S:3]([N:24]1[CH2:23][CH2:22][N:21]([C:18]2[N:17]=[C:16]([C:27]3[NH:28][C:29]4[C:34]([CH:35]=3)=[CH:33][CH:32]=[CH:31][CH:30]=4)[C:15]([NH2:14])=[N:20][CH:19]=2)[CH2:26][CH2:25]1)(=[O:5])=[O:4])[CH3:2]. The yield is 0.0800.